Dataset: Peptide-MHC class I binding affinity with 185,985 pairs from IEDB/IMGT. Task: Regression. Given a peptide amino acid sequence and an MHC pseudo amino acid sequence, predict their binding affinity value. This is MHC class I binding data. (1) The peptide sequence is DMRKRIEAF. The MHC is HLA-A02:03 with pseudo-sequence HLA-A02:03. The binding affinity (normalized) is 0.0847. (2) The peptide sequence is KIRLGFHWK. The MHC is HLA-A24:03 with pseudo-sequence HLA-A24:03. The binding affinity (normalized) is 0.0847. (3) The MHC is HLA-A25:01 with pseudo-sequence HLA-A25:01. The peptide sequence is RNNDPTLPY. The binding affinity (normalized) is 0.0847. (4) The peptide sequence is ISNNHIISK. The MHC is HLA-A26:01 with pseudo-sequence HLA-A26:01. The binding affinity (normalized) is 0.0847. (5) The peptide sequence is MLMAASRAL. The MHC is HLA-B35:01 with pseudo-sequence HLA-B35:01. The binding affinity (normalized) is 0.642. (6) The peptide sequence is NMDKAVKLY. The MHC is HLA-A26:01 with pseudo-sequence HLA-A26:01. The binding affinity (normalized) is 0.0847. (7) The peptide sequence is EYQKTKLNDW. The MHC is HLA-A24:02 with pseudo-sequence HLA-A24:02. The binding affinity (normalized) is 0.146. (8) The peptide sequence is YVYPDNLPR. The MHC is HLA-A30:01 with pseudo-sequence HLA-A30:01. The binding affinity (normalized) is 0.0847.